Dataset: Merck oncology drug combination screen with 23,052 pairs across 39 cell lines. Task: Regression. Given two drug SMILES strings and cell line genomic features, predict the synergy score measuring deviation from expected non-interaction effect. Cell line: NCIH520. Synergy scores: synergy=-8.77. Drug 1: Nc1ccn(C2OC(CO)C(O)C2(F)F)c(=O)n1. Drug 2: CCc1cnn2c(NCc3ccc[n+]([O-])c3)cc(N3CCCCC3CCO)nc12.